Task: Predict the reaction yield, written as a fraction of the theoretical maximum amount of product (1.0 means a 100% yield; for example, 0.34 means a 34% yield).. Dataset: Reaction yield outcomes from USPTO patents with 853,638 reactions (1) The catalyst is ClCCl.[O-2].[O-2].[Mn+4]. The product is [CH2:24]([N:5]([CH2:1][CH2:2][CH2:3][CH3:4])[C:6]1[CH:11]=[CH:10][C:9]([CH:12]=[CH:13][C:14]2[CH:15]=[CH:16][C:17]([CH:20]=[O:21])=[CH:18][CH:19]=2)=[C:8]([O:22][CH3:23])[CH:7]=1)[CH2:25][CH2:26][CH3:27]. The yield is 0.679. The reactants are [CH2:1]([N:5]([CH2:24][CH2:25][CH2:26][CH3:27])[C:6]1[CH:11]=[CH:10][C:9]([CH:12]=[CH:13][C:14]2[CH:19]=[CH:18][C:17]([CH2:20][OH:21])=[CH:16][CH:15]=2)=[C:8]([O:22][CH3:23])[CH:7]=1)[CH2:2][CH2:3][CH3:4]. (2) The reactants are [CH2:1]([N:3]1[C:11]2[C:6](=[CH:7][CH:8]=[CH:9][CH:10]=2)[C:5]([C:12]2[CH:13]=[C:14]([NH2:17])[NH:15][N:16]=2)=[CH:4]1)[CH3:2].[N:18]1([CH2:23][CH2:24][CH2:25][C:26](O)=[O:27])[CH2:22][CH2:21][CH2:20][CH2:19]1.C([O-])=O. No catalyst specified. The product is [CH2:1]([N:3]1[C:11]2[C:6](=[CH:7][CH:8]=[CH:9][CH:10]=2)[C:5]([C:12]2[CH:13]=[C:14]([NH:17][C:26](=[O:27])[CH2:25][CH2:24][CH2:23][N:18]3[CH2:22][CH2:21][CH2:20][CH2:19]3)[NH:15][N:16]=2)=[CH:4]1)[CH3:2]. The yield is 0.420.